Dataset: Forward reaction prediction with 1.9M reactions from USPTO patents (1976-2016). Task: Predict the product of the given reaction. Given the reactants [CH:1]([C:4]1[C:8]([CH2:9][CH2:10][CH2:11][OH:12])=[CH:7][N:6]([C:13]2[CH:18]=[CH:17][C:16]([C:19]([F:22])([F:21])[F:20])=[CH:15][N:14]=2)[N:5]=1)([CH3:3])[CH3:2].[C:23]([C:25]1[C:26](O)=[C:27]([CH2:31][C:32]([O:34][CH3:35])=[O:33])[CH:28]=[CH:29][CH:30]=1)#[N:24].C(P(CCCC)CCCC)CCC.N(C(N1CCCCC1)=O)=NC(N1CCCCC1)=O, predict the reaction product. The product is: [C:23]([C:25]1[C:26]([O:12][CH2:11][CH2:10][CH2:9][C:8]2[C:4]([CH:1]([CH3:3])[CH3:2])=[N:5][N:6]([C:13]3[CH:18]=[CH:17][C:16]([C:19]([F:21])([F:20])[F:22])=[CH:15][N:14]=3)[CH:7]=2)=[C:27]([CH2:31][C:32]([O:34][CH3:35])=[O:33])[CH:28]=[CH:29][CH:30]=1)#[N:24].